This data is from NCI-60 drug combinations with 297,098 pairs across 59 cell lines. The task is: Regression. Given two drug SMILES strings and cell line genomic features, predict the synergy score measuring deviation from expected non-interaction effect. (1) Synergy scores: CSS=1.64, Synergy_ZIP=-1.05, Synergy_Bliss=2.11, Synergy_Loewe=-7.64, Synergy_HSA=-2.54. Drug 2: C1=NC2=C(N=C(N=C2N1C3C(C(C(O3)CO)O)F)Cl)N. Cell line: NCI-H522. Drug 1: CC1C(C(=O)NC(C(=O)N2CCCC2C(=O)N(CC(=O)N(C(C(=O)O1)C(C)C)C)C)C(C)C)NC(=O)C3=C4C(=C(C=C3)C)OC5=C(C(=O)C(=C(C5=N4)C(=O)NC6C(OC(=O)C(N(C(=O)CN(C(=O)C7CCCN7C(=O)C(NC6=O)C(C)C)C)C)C(C)C)C)N)C. (2) Drug 1: C1=CN(C=N1)CC(O)(P(=O)(O)O)P(=O)(O)O. Drug 2: C1CC(=O)NC(=O)C1N2C(=O)C3=CC=CC=C3C2=O. Cell line: HL-60(TB). Synergy scores: CSS=3.54, Synergy_ZIP=1.55, Synergy_Bliss=-1.20, Synergy_Loewe=2.74, Synergy_HSA=-1.89. (3) Drug 1: C1=CN(C=N1)CC(O)(P(=O)(O)O)P(=O)(O)O. Drug 2: CC1=C(C(=O)C2=C(C1=O)N3CC4C(C3(C2COC(=O)N)OC)N4)N. Cell line: SF-539. Synergy scores: CSS=43.4, Synergy_ZIP=0.254, Synergy_Bliss=-1.02, Synergy_Loewe=-26.2, Synergy_HSA=0.698. (4) Drug 1: CC1C(C(CC(O1)OC2CC(CC3=C2C(=C4C(=C3O)C(=O)C5=C(C4=O)C(=CC=C5)OC)O)(C(=O)C)O)N)O.Cl. Drug 2: CS(=O)(=O)CCNCC1=CC=C(O1)C2=CC3=C(C=C2)N=CN=C3NC4=CC(=C(C=C4)OCC5=CC(=CC=C5)F)Cl. Cell line: NCI-H460. Synergy scores: CSS=25.3, Synergy_ZIP=0.180, Synergy_Bliss=-1.57, Synergy_Loewe=-28.7, Synergy_HSA=-1.05. (5) Drug 1: CC(C)(C#N)C1=CC(=CC(=C1)CN2C=NC=N2)C(C)(C)C#N. Drug 2: CC1CCCC2(C(O2)CC(NC(=O)CC(C(C(=O)C(C1O)C)(C)C)O)C(=CC3=CSC(=N3)C)C)C. Cell line: HOP-62. Synergy scores: CSS=31.3, Synergy_ZIP=2.44, Synergy_Bliss=1.17, Synergy_Loewe=-13.9, Synergy_HSA=-2.49. (6) Drug 1: C1=CC(=CC=C1CC(C(=O)O)N)N(CCCl)CCCl.Cl. Drug 2: CCN(CC)CCNC(=O)C1=C(NC(=C1C)C=C2C3=C(C=CC(=C3)F)NC2=O)C. Cell line: OVCAR3. Synergy scores: CSS=11.6, Synergy_ZIP=-1.67, Synergy_Bliss=1.12, Synergy_Loewe=-4.01, Synergy_HSA=-3.76. (7) Synergy scores: CSS=5.11, Synergy_ZIP=-5.51, Synergy_Bliss=1.37, Synergy_Loewe=-14.2, Synergy_HSA=-0.912. Cell line: 786-0. Drug 2: COC1=C2C(=CC3=C1OC=C3)C=CC(=O)O2. Drug 1: CC1=C(C(=O)C2=C(C1=O)N3CC4C(C3(C2COC(=O)N)OC)N4)N. (8) Drug 1: C1=CC(=CC=C1CC(C(=O)O)N)N(CCCl)CCCl.Cl. Drug 2: C1C(C(OC1N2C=C(C(=O)NC2=O)F)CO)O. Cell line: MDA-MB-435. Synergy scores: CSS=4.68, Synergy_ZIP=-2.06, Synergy_Bliss=-2.13, Synergy_Loewe=-17.9, Synergy_HSA=-7.52. (9) Drug 1: CS(=O)(=O)OCCCCOS(=O)(=O)C. Drug 2: N.N.Cl[Pt+2]Cl. Cell line: HS 578T. Synergy scores: CSS=12.6, Synergy_ZIP=-6.59, Synergy_Bliss=-3.16, Synergy_Loewe=-9.52, Synergy_HSA=-1.37.